Dataset: Full USPTO retrosynthesis dataset with 1.9M reactions from patents (1976-2016). Task: Predict the reactants needed to synthesize the given product. (1) The reactants are: [NH:1]([C:3]1[S:4][C:5]2[CH:11]=[C:10]([O:12][CH3:13])[CH:9]=[CH:8][C:6]=2[N:7]=1)[NH2:2].O=[C:15]1[CH2:24][CH2:23][C:22]2[C:17](=[CH:18][CH:19]=[CH:20][CH:21]=2)[CH:16]1[C:25](OCC)=[O:26]. Given the product [CH3:13][O:12][C:10]1[CH:9]=[CH:8][C:6]2[N:7]=[C:3]([N:1]3[C:25]([OH:26])=[C:16]4[C:15]([CH2:24][CH2:23][C:22]5[CH:21]=[CH:20][CH:19]=[CH:18][C:17]=54)=[N:2]3)[S:4][C:5]=2[CH:11]=1, predict the reactants needed to synthesize it. (2) Given the product [CH2:21]=[C:12]1[CH2:13][C:14]2[C:19](=[CH:18][CH:17]=[CH:16][CH:15]=2)[C:11]1=[O:20], predict the reactants needed to synthesize it. The reactants are: [Li+].C[Si]([N-][Si](C)(C)C)(C)C.[C:11]1(=[O:20])[C:19]2[C:14](=[CH:15][CH:16]=[CH:17][CH:18]=2)[CH2:13][CH2:12]1.[C:21](C(OCC(F)(F)F)=O)(F)(F)F.[NH4+].[Cl-].